The task is: Predict the product of the given reaction.. This data is from Forward reaction prediction with 1.9M reactions from USPTO patents (1976-2016). (1) Given the reactants [Cl:1][C:2]1[CH:7]=[CH:6][C:5]([NH:8][C:9](=[O:15])[O:10][C:11]([CH3:14])([CH3:13])[CH3:12])=[CH:4][CH:3]=1.C([Li])(CC)C.[F:21][C:22]([F:32])([F:31])[C:23]1[C:28]([CH:29]=[O:30])=[CH:27][CH:26]=[CH:25][N:24]=1.[Cl-].[NH4+], predict the reaction product. The product is: [Cl:1][C:2]1[CH:3]=[CH:4][C:5]([NH:8][C:9](=[O:15])[O:10][C:11]([CH3:12])([CH3:14])[CH3:13])=[C:6]([CH:29]([OH:30])[C:28]2[C:23]([C:22]([F:32])([F:21])[F:31])=[N:24][CH:25]=[CH:26][CH:27]=2)[CH:7]=1. (2) Given the reactants Cl[O-:2].[Na+].[OH-].[Na+].[F:6][C:7]([F:17])([F:16])[C:8]([F:15])=[C:9]([F:14])[C:10]([F:13])([F:12])[F:11], predict the reaction product. The product is: [F:14][C:9]1([C:10]([F:13])([F:12])[F:11])[C:8]([F:15])([C:7]([F:16])([F:17])[F:6])[O:2]1. (3) Given the reactants [Cl:1][C:2]1[CH:8]=[CH:7][CH:6]=[CH:5][C:3]=1[NH2:4].ClOC(C)(C)C.[CH3:15][S:16][CH2:17][C:18](=O)[CH3:19].C(N(CC)CC)C, predict the reaction product. The product is: [Cl:1][C:2]1[CH:8]=[CH:7][CH:6]=[C:5]2[C:3]=1[NH:4][C:18]([CH3:19])=[C:17]2[S:16][CH3:15].